From a dataset of Forward reaction prediction with 1.9M reactions from USPTO patents (1976-2016). Predict the product of the given reaction. (1) The product is: [Cl:17][C:14]1[CH:15]=[CH:16][C:11]([C:9]2[CH:10]=[C:4]3[CH:3]=[C:2]([C:26]4[CH:27]=[C:22]([CH:23]=[CH:24][CH:25]=4)[C:20]([O:19][CH3:18])=[O:21])[CH:7]=[CH:6][N:5]3[N:8]=2)=[CH:12][CH:13]=1. Given the reactants Br[C:2]1[CH:7]=[CH:6][N:5]2[N:8]=[C:9]([C:11]3[CH:16]=[CH:15][C:14]([Cl:17])=[CH:13][CH:12]=3)[CH:10]=[C:4]2[CH:3]=1.[CH3:18][O:19][C:20]([C:22]1[CH:23]=[C:24](B(O)O)[CH:25]=[CH:26][CH:27]=1)=[O:21].C(=O)([O-])[O-].[Cs+].[Cs+], predict the reaction product. (2) Given the reactants [C:1]([O:5][C:6]([CH2:8][N:9]1[C:13]2[CH:14]=[C:15]([Cl:18])[CH:16]=[CH:17][C:12]=2[N:11](C(OC(C)(C)C)=O)[C:10]1=[O:26])=[O:7])([CH3:4])([CH3:3])[CH3:2], predict the reaction product. The product is: [Cl:18][C:15]1[CH:16]=[CH:17][C:12]2[NH:11][C:10](=[O:26])[N:9]([CH2:8][C:6]([O:5][C:1]([CH3:3])([CH3:2])[CH3:4])=[O:7])[C:13]=2[CH:14]=1. (3) Given the reactants Br[C:2]1[CH:7]=[CH:6][C:5]([N+:8]([O-:10])=[O:9])=[CH:4][CH:3]=1.C1COCC1.C(N(CC)CC)C.[P:23]([O-:30])([O:27][CH2:28][CH3:29])[O:24][CH2:25][CH3:26], predict the reaction product. The product is: [N+:8]([C:5]1[CH:6]=[CH:7][C:2]([P:23](=[O:30])([O:27][CH2:28][CH3:29])[O:24][CH2:25][CH3:26])=[CH:3][CH:4]=1)([O-:10])=[O:9]. (4) Given the reactants Cl.[Br:2][C:3]1[CH:8]=[CH:7][C:6]([NH:9]N)=[CH:5][CH:4]=1.[N:11]12[CH2:19][CH2:18][CH:15]([CH2:16][CH2:17]1)[C:14](=O)[CH2:13][CH2:12]2, predict the reaction product. The product is: [Br:2][C:3]1[CH:8]=[CH:7][C:6]2[NH:9][C:14]3[CH:15]4[CH2:18][CH2:19][N:11]([CH2:12][C:13]=3[C:5]=2[CH:4]=1)[CH2:17][CH2:16]4. (5) The product is: [C:1]([C:5]1[N:10]=[C:9]([NH:50][CH2:49][CH2:48][CH2:47][O:46][CH3:45])[C:8]([C:12]([N:14]([CH2:32][CH:33]([CH3:35])[CH3:34])[C@@H:15]2[CH2:20][N:19]([C:21]([O:23][C:24]([CH3:27])([CH3:26])[CH3:25])=[O:22])[CH2:18][C@H:17]([C:28]([O:30][CH3:31])=[O:29])[CH2:16]2)=[O:13])=[CH:7][N:6]=1)([CH3:4])([CH3:3])[CH3:2]. Given the reactants [C:1]([C:5]1[N:10]=[C:9](Cl)[C:8]([C:12]([N:14]([CH2:32][CH:33]([CH3:35])[CH3:34])[C@@H:15]2[CH2:20][N:19]([C:21]([O:23][C:24]([CH3:27])([CH3:26])[CH3:25])=[O:22])[CH2:18][C@H:17]([C:28]([O:30][CH3:31])=[O:29])[CH2:16]2)=[O:13])=[CH:7][N:6]=1)([CH3:4])([CH3:3])[CH3:2].C(N(C(C)C)CC)(C)C.[CH3:45][O:46][CH2:47][CH2:48][CH2:49][NH2:50], predict the reaction product. (6) Given the reactants [N+](C1C=CC=CC=1F)([O-])=O.NC1(SC2C=C(F)C=CC=2)C=CC=CC1.C1([O:32][C:33](=O)[NH:34][C:35]2[CH:40]=[CH:39][CH:38]=[CH:37][C:36]=2[S:41][C:42]2[CH:47]=[CH:46][C:45]([F:48])=[CH:44][CH:43]=2)C=CC=CC=1, predict the reaction product. The product is: [F:48][C:45]1[CH:44]=[CH:43][C:42]2[S:41][C:36]3[CH:37]=[CH:38][CH:39]=[CH:40][C:35]=3[NH:34][C:33](=[O:32])[C:47]=2[CH:46]=1. (7) Given the reactants [CH3:1][C:2]1[N:6]=[CH:5][N:4]([C:7]2[CH:26]=[CH:25][C:24]([N+:27]([O-:29])=[O:28])=[CH:23][C:8]=2[O:9][CH2:10][CH2:11][CH2:12][CH:13]([NH:15]C(=O)OC(C)(C)C)[CH3:14])[N:3]=1.C(O)(C(F)(F)F)=O, predict the reaction product. The product is: [CH3:1][C:2]1[N:6]=[CH:5][N:4]([C:7]2[CH:26]=[CH:25][C:24]([N+:27]([O-:29])=[O:28])=[CH:23][C:8]=2[O:9][CH2:10][CH2:11][CH2:12][CH:13]([NH2:15])[CH3:14])[N:3]=1. (8) The product is: [Br-:4].[Mg+2:3].[NH:11]1[C:12]2[C:8](=[CH:7][CH:6]=[CH:14][CH:13]=2)[CH:9]=[CH:10]1.[Br-:5]. Given the reactants C([Mg:3][Br:4])C.[Br:5][C:6]1[CH:7]=[C:8]2[C:12](=[CH:13][CH:14]=1)[NH:11][CH:10]=[CH:9]2, predict the reaction product.